From a dataset of Full USPTO retrosynthesis dataset with 1.9M reactions from patents (1976-2016). Predict the reactants needed to synthesize the given product. Given the product [Cl:14][C:11]1[CH:10]=[C:9]2[C:8](=[CH:13][CH:12]=1)[NH:7][C:16]([CH2:17][CH:18]([CH3:20])[CH3:19])=[CH:15]2, predict the reactants needed to synthesize it. The reactants are: C(OC(=O)[NH:7][C:8]1[CH:13]=[CH:12][C:11]([Cl:14])=[CH:10][C:9]=1[CH2:15][C:16](=O)[CH2:17][CH:18]([CH3:20])[CH3:19])(C)(C)C.FC(F)(F)C(O)=O.C(=O)([O-])O.[Na+].